Dataset: Peptide-MHC class II binding affinity with 134,281 pairs from IEDB. Task: Regression. Given a peptide amino acid sequence and an MHC pseudo amino acid sequence, predict their binding affinity value. This is MHC class II binding data. (1) The peptide sequence is YGIAAENVIDVKLVD. The MHC is DRB1_1501 with pseudo-sequence DRB1_1501. The binding affinity (normalized) is 0.455. (2) The peptide sequence is VLTRLEAWLTEHGCN. The MHC is DRB3_0101 with pseudo-sequence DRB3_0101. The binding affinity (normalized) is 0.178.